Dataset: Full USPTO retrosynthesis dataset with 1.9M reactions from patents (1976-2016). Task: Predict the reactants needed to synthesize the given product. Given the product [Cl:2][C:3]1[CH:4]=[C:5]2[C:9](=[CH:10][CH:11]=1)[NH:8][CH:7]=[C:6]2[CH2:12][CH2:13][NH:14][C:26]([C:25]1[N:21]([C:15]2[CH:16]=[CH:17][CH:18]=[CH:19][CH:20]=2)[N:22]=[CH:23][CH:24]=1)=[O:27], predict the reactants needed to synthesize it. The reactants are: Cl.[Cl:2][C:3]1[CH:4]=[C:5]2[C:9](=[CH:10][CH:11]=1)[NH:8][CH:7]=[C:6]2[CH2:12][CH2:13][NH2:14].[C:15]1([N:21]2[C:25]([C:26](Cl)=[O:27])=[CH:24][CH:23]=[N:22]2)[CH:20]=[CH:19][CH:18]=[CH:17][CH:16]=1.C(N(CC)CC)C.C(OCC)(=O)C.